This data is from NCI-60 drug combinations with 297,098 pairs across 59 cell lines. The task is: Regression. Given two drug SMILES strings and cell line genomic features, predict the synergy score measuring deviation from expected non-interaction effect. (1) Drug 1: CN(CC1=CN=C2C(=N1)C(=NC(=N2)N)N)C3=CC=C(C=C3)C(=O)NC(CCC(=O)O)C(=O)O. Drug 2: C1CCC(C(C1)N)N.C(=O)(C(=O)[O-])[O-].[Pt+4]. Cell line: 786-0. Synergy scores: CSS=44.3, Synergy_ZIP=-7.87, Synergy_Bliss=-13.0, Synergy_Loewe=-19.8, Synergy_HSA=-12.5. (2) Drug 1: CN(C)C1=NC(=NC(=N1)N(C)C)N(C)C. Drug 2: C1=NC(=NC(=O)N1C2C(C(C(O2)CO)O)O)N. Cell line: MDA-MB-435. Synergy scores: CSS=-7.82, Synergy_ZIP=3.14, Synergy_Bliss=1.77, Synergy_Loewe=-6.30, Synergy_HSA=-3.89. (3) Drug 1: CC1=C2C(C(=O)C3(C(CC4C(C3C(C(C2(C)C)(CC1OC(=O)C(C(C5=CC=CC=C5)NC(=O)OC(C)(C)C)O)O)OC(=O)C6=CC=CC=C6)(CO4)OC(=O)C)O)C)O. Drug 2: CN(CC1=CN=C2C(=N1)C(=NC(=N2)N)N)C3=CC=C(C=C3)C(=O)NC(CCC(=O)O)C(=O)O. Cell line: NCI-H522. Synergy scores: CSS=31.0, Synergy_ZIP=4.10, Synergy_Bliss=6.23, Synergy_Loewe=5.52, Synergy_HSA=5.43. (4) Drug 1: CS(=O)(=O)CCNCC1=CC=C(O1)C2=CC3=C(C=C2)N=CN=C3NC4=CC(=C(C=C4)OCC5=CC(=CC=C5)F)Cl. Drug 2: C1C(C(OC1N2C=NC3=C2NC=NCC3O)CO)O. Cell line: HT29. Synergy scores: CSS=3.90, Synergy_ZIP=-0.869, Synergy_Bliss=1.13, Synergy_Loewe=-2.70, Synergy_HSA=-1.26. (5) Drug 1: CS(=O)(=O)CCNCC1=CC=C(O1)C2=CC3=C(C=C2)N=CN=C3NC4=CC(=C(C=C4)OCC5=CC(=CC=C5)F)Cl. Drug 2: CC1C(C(CC(O1)OC2CC(CC3=C2C(=C4C(=C3O)C(=O)C5=CC=CC=C5C4=O)O)(C(=O)C)O)N)O. Cell line: NCIH23. Synergy scores: CSS=43.0, Synergy_ZIP=0.735, Synergy_Bliss=2.43, Synergy_Loewe=-0.869, Synergy_HSA=3.71.